From a dataset of Cav3 T-type calcium channel HTS with 100,875 compounds. Binary Classification. Given a drug SMILES string, predict its activity (active/inactive) in a high-throughput screening assay against a specified biological target. (1) The drug is s1nc(c(N)c1C(=O)N(C(C(=O)NC1CCCC1)c1ccc(OC)cc1)c1ccc(OC)cc1)c1ccc(F)cc1. The result is 0 (inactive). (2) The compound is s1c(NC(=O)CN2CCN(C3CCCCC3)CC2)nnc1CC. The result is 0 (inactive). (3) The drug is O(c1c(CC(CC(=O)Nc2c(OC)ccc(OC)c2)C(O)=O)cccc1)C. The result is 0 (inactive). (4) The drug is s1c(ncc1)c1nn(nn1)c1ccc(cc1)C. The result is 0 (inactive). (5) The compound is o1c(CNc2nc(N3CCN(CC3)Cc3ccccc3)nc3c2cccc3)ccc1. The result is 0 (inactive). (6) The compound is Clc1c(cc(NCCC(=O)c2occc2)cc1)C(F)(F)F. The result is 1 (active).